From a dataset of Full USPTO retrosynthesis dataset with 1.9M reactions from patents (1976-2016). Predict the reactants needed to synthesize the given product. Given the product [CH3:11][O:10][C:8]([C:7]1[CH:6]=[C:5]2[C:4]([CH:3]=[C:2]([CH3:17])[NH:14]2)=[CH:13][CH:12]=1)=[O:9], predict the reactants needed to synthesize it. The reactants are: O=[C:2]([CH3:17])[CH2:3][C:4]1[CH:13]=[CH:12][C:7]([C:8]([O:10][CH3:11])=[O:9])=[CH:6][C:5]=1[N+:14]([O-])=O.